Predict the reactants needed to synthesize the given product. From a dataset of Full USPTO retrosynthesis dataset with 1.9M reactions from patents (1976-2016). Given the product [C:1]1([CH2:17][CH2:18][C:19]#[CH:20])[C:14]2[C:15]3=[C:16]4[C:11](=[CH:12][CH:13]=2)[CH:10]=[CH:9][CH:8]=[C:7]4[CH:6]=[CH:5][C:4]3=[CH:3][CH:2]=1, predict the reactants needed to synthesize it. The reactants are: [C:1]1([CH:17](O)[CH2:18][C:19]#[CH:20])[C:14]2[C:15]3=[C:16]4[C:11](=[CH:12][CH:13]=2)[CH:10]=[CH:9][CH:8]=[C:7]4[CH:6]=[CH:5][C:4]3=[CH:3][CH:2]=1.C=C=C.[SiH](CC)(CC)CC.B(F)(F)F.CCOCC.